This data is from Forward reaction prediction with 1.9M reactions from USPTO patents (1976-2016). The task is: Predict the product of the given reaction. (1) Given the reactants Cl[C:2]1[C:7]([C:8]([F:11])([F:10])[F:9])=[CH:6][CH:5]=[C:4]([O:12][CH3:13])[N:3]=1.[NH2:14][C:15]1[C:16]([C:30]([NH:32][C:33]2[C:38]([N:39]3[CH2:44][CH2:43][C:42]([NH:46][C:47](=[O:53])[O:48][C:49]([CH3:52])([CH3:51])[CH3:50])([CH3:45])[CH2:41][CH2:40]3)=[CH:37][CH:36]=[CH:35][N:34]=2)=[O:31])=[N:17][C:18](B2OC(C)(C)C(C)(C)O2)=[CH:19][N:20]=1.P([O-])([O-])([O-])=O.[K+].[K+].[K+], predict the reaction product. The product is: [NH2:14][C:15]1[C:16]([C:30]([NH:32][C:33]2[C:38]([N:39]3[CH2:40][CH2:41][C:42]([NH:46][C:47](=[O:53])[O:48][C:49]([CH3:52])([CH3:51])[CH3:50])([CH3:45])[CH2:43][CH2:44]3)=[CH:37][CH:36]=[CH:35][N:34]=2)=[O:31])=[N:17][C:18]([C:2]2[C:7]([C:8]([F:11])([F:10])[F:9])=[CH:6][CH:5]=[C:4]([O:12][CH3:13])[N:3]=2)=[CH:19][N:20]=1. (2) Given the reactants [C:1]([N:8]1[CH2:13][CH2:12][NH:11][CH2:10][CH2:9]1)([O:3][C:4]([CH3:7])([CH3:6])[CH3:5])=[O:2].Cl[C:15]1[CH:20]=[CH:19][C:18]([N+:21]([O-:23])=[O:22])=[CH:17][N:16]=1.C(=O)([O-])[O-].[K+].[K+].CCN(C(C)C)C(C)C, predict the reaction product. The product is: [N+:21]([C:18]1[CH:19]=[CH:20][C:15]([N:11]2[CH2:10][CH2:9][N:8]([C:1]([O:3][C:4]([CH3:7])([CH3:6])[CH3:5])=[O:2])[CH2:13][CH2:12]2)=[N:16][CH:17]=1)([O-:23])=[O:22]. (3) Given the reactants Br[C:2]1[C:3]2[N:4]([C:8]([N:11]([CH3:19])[C:12](=[O:18])[O:13][C:14]([CH3:17])([CH3:16])[CH3:15])=[N:9][N:10]=2)[CH:5]=[CH:6][CH:7]=1.[B:20]1(B2OC(C)(C)C(C)(C)O2)[O:24]C(C)(C)C(C)(C)[O:21]1.CC([O-])=O.[K+], predict the reaction product. The product is: [C:14]([O:13][C:12]([N:11]([CH3:19])[C:8]1[N:4]2[CH:5]=[CH:6][CH:7]=[C:2]([B:20]([OH:24])[OH:21])[C:3]2=[N:10][N:9]=1)=[O:18])([CH3:17])([CH3:16])[CH3:15]. (4) Given the reactants [C:1]([CH2:3][C:4]([NH:6][CH2:7][C:8](=[O:15])[C:9]1[CH:14]=[CH:13][CH:12]=[CH:11][CH:10]=1)=O)#[N:2].CC(=O)OCC, predict the reaction product. The product is: [C:9]1([C:8]2[O:15][C:4]([CH2:3][C:1]#[N:2])=[N:6][CH:7]=2)[CH:10]=[CH:11][CH:12]=[CH:13][CH:14]=1. (5) Given the reactants [Br:1][C:2]1[C:3]([F:27])=[C:4]([F:26])[C:5]([NH:17][C:18]2[CH:23]=[CH:22][C:21](I)=[CH:20][C:19]=2[F:25])=[C:6]([CH:16]=1)[C:7]([NH:9][O:10][CH2:11][CH:12]([OH:15])[CH2:13][OH:14])=[O:8].C(N(CC)CC)C, predict the reaction product. The product is: [Br:1][C:2]1[C:3]([F:27])=[C:4]([F:26])[C:5]([NH:17][C:18]2[CH:23]=[CH:22][CH:21]=[CH:20][C:19]=2[F:25])=[C:6]([CH:16]=1)[C:7]([NH:9][O:10][CH2:11][CH:12]([OH:15])[CH2:13][OH:14])=[O:8].